Dataset: CYP1A2 inhibition data for predicting drug metabolism from PubChem BioAssay. Task: Regression/Classification. Given a drug SMILES string, predict its absorption, distribution, metabolism, or excretion properties. Task type varies by dataset: regression for continuous measurements (e.g., permeability, clearance, half-life) or binary classification for categorical outcomes (e.g., BBB penetration, CYP inhibition). Dataset: cyp1a2_veith. The result is 0 (non-inhibitor). The drug is O=C(CCCN1CC=C(n2c(=O)[nH]c3ccccc32)CC1)c1ccc(F)cc1.